From a dataset of Catalyst prediction with 721,799 reactions and 888 catalyst types from USPTO. Predict which catalyst facilitates the given reaction. (1) Reactant: [F:1][C:2]([F:11])([F:10])[C:3]1[CH:8]=[CH:7][N:6]=[C:5]([SH:9])[N:4]=1.[OH-].[Na+].CI.[CH2:16](Cl)Cl. Product: [CH3:16][S:9][C:5]1[N:4]=[C:3]([C:2]([F:10])([F:1])[F:11])[CH:8]=[CH:7][N:6]=1. The catalyst class is: 1. (2) Reactant: Br[CH2:2][CH2:3][O:4][C:5]1[CH:6]=[C:7]([CH:24]=[CH:25][C:26]=1[CH2:27][S:28]([CH3:31])(=[O:30])=[O:29])[C:8]([NH:10][C:11]1[CH:16]=[CH:15][C:14]([Cl:17])=[C:13]([C:18]2[CH:23]=[CH:22][CH:21]=[CH:20][N:19]=2)[CH:12]=1)=[O:9].C(=O)([O-])[O-].[K+].[K+].[NH:38]1[CH2:43][CH2:42][O:41][CH2:40][CH2:39]1. Product: [Cl:17][C:14]1[CH:15]=[CH:16][C:11]([NH:10][C:8](=[O:9])[C:7]2[CH:24]=[CH:25][C:26]([CH2:27][S:28]([CH3:31])(=[O:30])=[O:29])=[C:5]([O:4][CH2:3][CH2:2][N:38]3[CH2:43][CH2:42][O:41][CH2:40][CH2:39]3)[CH:6]=2)=[CH:12][C:13]=1[C:18]1[CH:23]=[CH:22][CH:21]=[CH:20][N:19]=1. The catalyst class is: 444. (3) Reactant: [NH2:1][CH2:2][C@@:3]1([OH:11])[CH:8]2[CH2:9][CH2:10][N:5]([CH2:6][CH2:7]2)[CH2:4]1.CCN(C(C)C)C(C)C.C([O-])([O-])=O.[Cs+].[Cs+].[Cl:27][C:28]1[CH:29]=[CH:30][C:31]2[O:35][C:34]([N:36]=[C:37](SC)SC)=[N:33][C:32]=2[CH:42]=1. Product: [Cl:27][C:28]1[CH:29]=[CH:30][C:31]2[O:35][C:34]([NH:36][C:37]3[O:11][C@:3]4([CH2:2][N:1]=3)[CH:8]3[CH2:7][CH2:6][N:5]([CH2:10][CH2:9]3)[CH2:4]4)=[N:33][C:32]=2[CH:42]=1. The catalyst class is: 3. (4) Product: [CH3:1][CH:2]1[C:6]2[C:7]([OH:9])=[N:14][CH:12]=[N:13][C:5]=2[CH2:4][O:3]1. Reactant: [CH3:1][CH:2]1[CH:6]([C:7]([O:9]C)=O)[C:5](=O)[CH2:4][O:3]1.[CH:12]([NH2:14])=[NH:13].C1(C)C=CC=CC=1.C([O-])([O-])=O.[Na+].[Na+]. The catalyst class is: 6. (5) Reactant: [F:1][C:2]1[CH:3]=[C:4]([N:8]2[C:16]3[C:11](=[CH:12][CH:13]=[CH:14][CH:15]=3)[CH:10]=[C:9]2[C:17](=O)[CH3:18])[CH:5]=[CH:6][CH:7]=1.C([O-])(=O)C.[NH4+].C([BH3-])#[N:26].[Na+]. Product: [F:1][C:2]1[CH:3]=[C:4]([N:8]2[C:16]3[C:11](=[CH:12][CH:13]=[CH:14][CH:15]=3)[CH:10]=[C:9]2[CH:17]([NH2:26])[CH3:18])[CH:5]=[CH:6][CH:7]=1. The catalyst class is: 449. (6) Reactant: [N:1]1[CH:6]=[CH:5][CH:4]=[C:3]([NH:7][C:8](=[O:15])OCC(Cl)(Cl)Cl)[N:2]=1.[F:16][C:17]1[CH:22]=[CH:21][C:20]([C:23]2[CH:28]=[C:27]([N:29]3[CH2:34][CH2:33][NH:32][CH2:31][CH2:30]3)[N:26]=[CH:25][N:24]=2)=[CH:19][CH:18]=1. Product: [F:16][C:17]1[CH:22]=[CH:21][C:20]([C:23]2[N:24]=[CH:25][N:26]=[C:27]([N:29]3[CH2:30][CH2:31][N:32]([C:8]([NH:7][C:3]4[N:2]=[N:1][CH:6]=[CH:5][CH:4]=4)=[O:15])[CH2:33][CH2:34]3)[CH:28]=2)=[CH:19][CH:18]=1. The catalyst class is: 188. (7) Reactant: [F:1][C:2]1[CH:3]=[C:4]([CH2:8]O)[CH:5]=[N:6][CH:7]=1.S(Cl)([Cl:12])=O. Product: [Cl:12][CH2:8][C:4]1[CH:5]=[N:6][CH:7]=[C:2]([F:1])[CH:3]=1. The catalyst class is: 2. (8) Reactant: C(N(CC)CC)C.[C:8]([O:12][C:13](=[O:18])[NH:14][CH2:15][CH2:16][NH2:17])([CH3:11])([CH3:10])[CH3:9].Cl.[CH3:20][O:21][C:22](=[O:37])[CH:23]([OH:36])[CH2:24][O:25][C:26]1[CH:31]=[CH:30][C:29]([C:32](OC)=[NH:33])=[CH:28][CH:27]=1. Product: [CH3:20][O:21][C:22](=[O:37])[CH:23]([OH:36])[CH2:24][O:25][C:26]1[CH:31]=[CH:30][C:29]([C:32](=[NH:33])[NH:17][CH2:16][CH2:15][NH:14][C:13]([O:12][C:8]([CH3:11])([CH3:9])[CH3:10])=[O:18])=[CH:28][CH:27]=1. The catalyst class is: 5. (9) Reactant: [C:1]([C:9]1[C:10](=[O:21])[N:11]([CH2:19][CH3:20])[C:12](=[O:18])[N:13]([CH2:16][CH3:17])[C:14]=1[CH3:15])(=[O:8])[C:2]1[CH:7]=[CH:6][CH:5]=[CH:4][CH:3]=1.[Br:22]Br. Product: [C:1]([C:9]1[C:10](=[O:21])[N:11]([CH2:19][CH3:20])[C:12](=[O:18])[N:13]([CH2:16][CH3:17])[C:14]=1[CH2:15][Br:22])(=[O:8])[C:2]1[CH:7]=[CH:6][CH:5]=[CH:4][CH:3]=1. The catalyst class is: 22.